From a dataset of Reaction yield outcomes from USPTO patents with 853,638 reactions. Predict the reaction yield, written as a fraction of the theoretical maximum amount of product (1.0 means a 100% yield; for example, 0.34 means a 34% yield). (1) The reactants are [C:1]12([CH2:11][O:12][C:13]3[C:18](Br)=[CH:17][N:16]4[CH:20]=[N:21][N:22]=[C:15]4[CH:14]=3)[CH2:10][CH:5]3[CH2:6][CH:7]([CH2:9][CH:3]([CH2:4]3)[CH2:2]1)[CH2:8]2.[CH:23]1(B(O)O)[CH2:25][CH2:24]1.[O-]P(OP(OP([O-])([O-])=O)([O-])=O)(=O)[O-].[K+].[K+].[K+].[K+].[K+]. The catalyst is O1CCOCC1.C1C=CC([P]([Pd]([P](C2C=CC=CC=2)(C2C=CC=CC=2)C2C=CC=CC=2)([P](C2C=CC=CC=2)(C2C=CC=CC=2)C2C=CC=CC=2)[P](C2C=CC=CC=2)(C2C=CC=CC=2)C2C=CC=CC=2)(C2C=CC=CC=2)C2C=CC=CC=2)=CC=1. The product is [C:1]12([CH2:11][O:12][C:13]3[C:18]([CH:23]4[CH2:25][CH2:24]4)=[CH:17][N:16]4[CH:20]=[N:21][N:22]=[C:15]4[CH:14]=3)[CH2:10][CH:5]3[CH2:6][CH:7]([CH2:9][CH:3]([CH2:4]3)[CH2:2]1)[CH2:8]2. The yield is 0.640. (2) The reactants are [CH2:1]([C:3]1[N:4]([CH2:11][CH2:12][O:13][C:14]2[CH:19]=[CH:18][C:17]([N+:20]([O-])=O)=[CH:16][CH:15]=2)[C:5](=[O:10])[CH:6]=[C:7]([CH3:9])[N:8]=1)[CH3:2].[H][H]. The catalyst is O1CCOCC1.[Pd]. The product is [CH2:1]([C:3]1[N:4]([CH2:11][CH2:12][O:13][C:14]2[CH:15]=[CH:16][C:17]([NH2:20])=[CH:18][CH:19]=2)[C:5](=[O:10])[CH:6]=[C:7]([CH3:9])[N:8]=1)[CH3:2]. The yield is 0.700. (3) The reactants are [CH3:1][N:2]1[CH:6]=[C:5]([C:7]([F:10])([F:9])[F:8])[C:4]([C:11]([OH:13])=O)=[N:3]1.O1CCCC1.C(Cl)(=O)C(Cl)=O.[NH2:25][C:26]1[CH:27]=[C:28]([CH:45]=[CH:46][CH:47]=1)[O:29][C:30]1[CH:31]=[CH:32][C:33]2[N:34]([N:36]=[C:37]([NH:39][C:40]([CH:42]3[CH2:44][CH2:43]3)=[O:41])[N:38]=2)[CH:35]=1. The product is [CH:42]1([C:40]([NH:39][C:37]2[N:38]=[C:33]3[CH:32]=[CH:31][C:30]([O:29][C:28]4[CH:27]=[C:26]([NH:25][C:11]([C:4]5[C:5]([C:7]([F:10])([F:9])[F:8])=[CH:6][N:2]([CH3:1])[N:3]=5)=[O:13])[CH:47]=[CH:46][CH:45]=4)=[CH:35][N:34]3[N:36]=2)=[O:41])[CH2:43][CH2:44]1. The yield is 0.480. The catalyst is CN(C)C=O.CN(C)C(=O)C. (4) The reactants are I[C:2]1[CH:7]=[C:6]([CH3:8])[C:5]([C:9](=[O:11])[CH3:10])=[C:4]([CH3:12])[CH:3]=1.[CH3:13][O:14][C:15]1[CH:20]=[CH:19][C:18]([SH:21])=[CH:17][CH:16]=1.[OH-].[K+]. The yield is 0.900. The catalyst is CN(C=O)C.O.[Cu-]=O. The product is [CH3:13][O:14][C:15]1[CH:20]=[CH:19][C:18]([S:21][C:2]2[CH:7]=[C:6]([CH3:8])[C:5]([C:9](=[O:11])[CH3:10])=[C:4]([CH3:12])[CH:3]=2)=[CH:17][CH:16]=1.